The task is: Predict the reaction yield, written as a fraction of the theoretical maximum amount of product (1.0 means a 100% yield; for example, 0.34 means a 34% yield).. This data is from Reaction yield outcomes from USPTO patents with 853,638 reactions. The reactants are [Si]([O:8][C@H:9]([C:39](=[O:41])[NH2:40])[CH2:10][C@H:11]1[CH2:22][CH2:21][C:20]2[S:19][C:18]3[N:17]=[CH:16][N:15]=[C:14]([O:23][CH:24]4[CH2:29][CH2:28][CH:27]([N:30](C)[C:31](=O)OC(C)(C)C)[CH2:26][CH2:25]4)[C:13]=3[C:12]1=2)(C(C)(C)C)(C)C.Cl.[NH4+].[OH-]. The catalyst is ClCCl. The product is [OH:8][C@@H:9]([CH2:10][C@H:11]1[CH2:22][CH2:21][C:20]2[S:19][C:18]3[N:17]=[CH:16][N:15]=[C:14]([O:23][CH:24]4[CH2:25][CH2:26][CH:27]([NH:30][CH3:31])[CH2:28][CH2:29]4)[C:13]=3[C:12]1=2)[C:39]([NH2:40])=[O:41]. The yield is 0.470.